From a dataset of Full USPTO retrosynthesis dataset with 1.9M reactions from patents (1976-2016). Predict the reactants needed to synthesize the given product. Given the product [C:1]([C:5]1[N:9]([CH3:10])[N:8]=[C:7]([NH:11][C:26](=[O:27])[CH:25]([P:21]([O:23][CH3:24])([O:20][CH3:19])=[O:22])[O:29][CH3:30])[CH:6]=1)([CH3:4])([CH3:2])[CH3:3], predict the reactants needed to synthesize it. The reactants are: [C:1]([C:5]1[N:9]([CH3:10])[N:8]=[C:7]([NH2:11])[CH:6]=1)([CH3:4])([CH3:3])[CH3:2].C(N(CC)CC)C.[CH3:19][O:20][P:21]([CH:25]([O:29][CH3:30])[C:26](Cl)=[O:27])([O:23][CH3:24])=[O:22].O.